From a dataset of Full USPTO retrosynthesis dataset with 1.9M reactions from patents (1976-2016). Predict the reactants needed to synthesize the given product. Given the product [Cl:1][C:2]1[CH:32]=[CH:31][CH:30]=[C:29]([F:33])[C:3]=1[CH2:4][C:5]1[CH:6]=[C:7]([NH:14][C:15]2[CH:20]=[CH:19][C:18]([N:21]3[CH2:26][CH2:25][N:24]([CH2:43][CH2:44][N:45]4[CH2:50][CH2:49][O:48][CH2:47][CH2:46]4)[CH2:23][CH2:22]3)=[CH:17][C:16]=2[O:27][CH3:28])[C:8]([C:11]([NH2:13])=[O:12])=[N:9][CH:10]=1, predict the reactants needed to synthesize it. The reactants are: [Cl:1][C:2]1[CH:32]=[CH:31][CH:30]=[C:29]([F:33])[C:3]=1[CH2:4][C:5]1[CH:6]=[C:7]([NH:14][C:15]2[CH:20]=[CH:19][C:18]([N:21]3[CH2:26][CH2:25][NH:24][CH2:23][CH2:22]3)=[CH:17][C:16]=2[O:27][CH3:28])[C:8]([C:11]([NH2:13])=[O:12])=[N:9][CH:10]=1.C(N(CC)CC)C.Cl.Cl[CH2:43][CH2:44][N:45]1[CH2:50][CH2:49][O:48][CH2:47][CH2:46]1.